Predict the reaction yield, written as a fraction of the theoretical maximum amount of product (1.0 means a 100% yield; for example, 0.34 means a 34% yield). From a dataset of Reaction yield outcomes from USPTO patents with 853,638 reactions. (1) The reactants are [NH2:1][C:2]1[C:7]([F:8])=[C:6]([C:9]2[CH:14]=[CH:13][C:12]([Cl:15])=[CH:11][CH:10]=2)[N:5]=[C:4]([C:16]([O:18][CH3:19])=[O:17])[CH:3]=1.II.[I:22](O)(=O)(=O)=O. The catalyst is CO. The product is [NH2:1][C:2]1[C:7]([F:8])=[C:6]([C:9]2[CH:10]=[CH:11][C:12]([Cl:15])=[CH:13][CH:14]=2)[N:5]=[C:4]([C:16]([O:18][CH3:19])=[O:17])[C:3]=1[I:22]. The yield is 0.830. (2) The reactants are Cl[C:2]1[CH:3]=[C:4]([CH2:21][N:22]2[CH2:27][CH2:26][O:25][CH2:24][CH2:23]2)[C:5]2[N:6]([C:8]([CH2:12][C:13]3[CH:18]=[CH:17][C:16]([Cl:19])=[CH:15][C:14]=3[F:20])=[C:9]([CH3:11])[N:10]=2)[N:7]=1.[CH3:28][O:29][C:30]1[CH:43]=[CH:42][C:33]([CH2:34][N:35]2[C:39]([CH3:40])=[CH:38][C:37]([NH2:41])=[N:36]2)=[CH:32][CH:31]=1.C(=O)([O-])[O-].[K+].[K+].C1(P(C2C=CC=CC=2)C2C3OC4C(=CC=CC=4P(C4C=CC=CC=4)C4C=CC=CC=4)C(C)(C)C=3C=CC=2)C=CC=CC=1. The catalyst is C1C=CC(/C=C/C(/C=C/C2C=CC=CC=2)=O)=CC=1.C1C=CC(/C=C/C(/C=C/C2C=CC=CC=2)=O)=CC=1.[Pd].O1CCOCC1.O. The product is [Cl:19][C:16]1[CH:17]=[CH:18][C:13]([CH2:12][C:8]2[N:6]3[N:7]=[C:2]([NH:41][C:37]4[CH:38]=[C:39]([CH3:40])[N:35]([CH2:34][C:33]5[CH:42]=[CH:43][C:30]([O:29][CH3:28])=[CH:31][CH:32]=5)[N:36]=4)[CH:3]=[C:4]([CH2:21][N:22]4[CH2:23][CH2:24][O:25][CH2:26][CH2:27]4)[C:5]3=[N:10][C:9]=2[CH3:11])=[C:14]([F:20])[CH:15]=1. The yield is 0.860. (3) The reactants are [CH2:1]([N:5]=[C:6]=[O:7])[CH2:2][CH2:3][CH3:4].[CH:8]1([NH2:14])[CH2:13][CH2:12][CH2:11][CH2:10][CH2:9]1.NC(N)=O.[C:19]([OH:25])(=O)[CH2:20][C:21]([OH:23])=O.C(OC(=O)C)(=O)C.N1[C:40](=O)[CH2:39][C:37](=O)NC1=O.BrCCCBr.[C:47](=[S:49])=[S:48]. The catalyst is ClCCCl.ClC(Cl)C.C(N(CC)CC)C.CS(C)=O.C(O)(=O)C. The product is [CH2:1]([N:5]1[C:19](=[O:25])[C:20](=[C:47]2[S:49][CH2:40][CH2:39][CH2:37][S:48]2)[C:21](=[O:23])[N:14]([CH:8]2[CH2:13][CH2:12][CH2:11][CH2:10][CH2:9]2)[C:6]1=[O:7])[CH2:2][CH2:3][CH3:4]. The yield is 0.770. (4) The reactants are [C:1]([O:5][C:6]([N:8]([CH3:54])[C@@H:9]([CH3:53])[C:10]([NH:12][C@@H:13]([C:49]([CH3:52])([CH3:51])[CH3:50])[C:14]([N:16]1[C@H:25]([C:26]([N:28]([CH2:38][C:39]2[CH:48]=[CH:47][C:42]([C:43]([O:45]C)=[O:44])=[CH:41][CH:40]=2)[C@@H:29]([C:31]2[CH:36]=[CH:35][CH:34]=[CH:33][C:32]=2[Cl:37])[CH3:30])=[O:27])[CH2:24][C:23]2[C:18](=[CH:19][CH:20]=[CH:21][CH:22]=2)[CH2:17]1)=[O:15])=[O:11])=[O:7])([CH3:4])([CH3:3])[CH3:2].[Li+].[OH-].Cl. The catalyst is C1COCC1.CO. The product is [C:1]([O:5][C:6]([N:8]([CH3:54])[C@@H:9]([CH3:53])[C:10]([NH:12][C@@H:13]([C:49]([CH3:52])([CH3:51])[CH3:50])[C:14]([N:16]1[C@H:25]([C:26]([N:28]([CH2:38][C:39]2[CH:40]=[CH:41][C:42]([C:43]([OH:45])=[O:44])=[CH:47][CH:48]=2)[C@@H:29]([C:31]2[CH:36]=[CH:35][CH:34]=[CH:33][C:32]=2[Cl:37])[CH3:30])=[O:27])[CH2:24][C:23]2[C:18](=[CH:19][CH:20]=[CH:21][CH:22]=2)[CH2:17]1)=[O:15])=[O:11])=[O:7])([CH3:4])([CH3:3])[CH3:2]. The yield is 1.00. (5) The reactants are Br[CH2:2][CH2:3][C@H:4]([NH:10][O:11][Si](C(C)(C)C)(C)C)[C:5]([O:7][CH2:8][CH3:9])=[O:6].CCCC[N+](CCCC)(CCCC)CCCC.O.O.O.[F-]. The catalyst is C1COCC1. The product is [O:11]1[CH2:2][CH2:3][C@@H:4]([C:5]([O:7][CH2:8][CH3:9])=[O:6])[NH:10]1. The yield is 0.910. (6) The reactants are [C:1]([C:3]1[C:4](I)=[C:5]([C:16]([O:18][CH2:19][CH3:20])=[O:17])[S:6][C:7]=1[N:8]1[CH2:13][CH2:12][O:11][CH:10]([CH2:14][F:15])[CH2:9]1)#[N:2].[Cl:22][C:23]1[CH:28]=[C:27]([Cl:29])[CH:26]=[CH:25][C:24]=1B(O)O.C(=O)([O-])[O-].[Na+].[Na+].O.COCCOC. The catalyst is C1C=CC([P]([Pd]([P](C2C=CC=CC=2)(C2C=CC=CC=2)C2C=CC=CC=2)([P](C2C=CC=CC=2)(C2C=CC=CC=2)C2C=CC=CC=2)[P](C2C=CC=CC=2)(C2C=CC=CC=2)C2C=CC=CC=2)(C2C=CC=CC=2)C2C=CC=CC=2)=CC=1. The product is [C:1]([C:3]1[C:4]([C:26]2[CH:25]=[CH:24][C:23]([Cl:22])=[CH:28][C:27]=2[Cl:29])=[C:5]([C:16]([O:18][CH2:19][CH3:20])=[O:17])[S:6][C:7]=1[N:8]1[CH2:13][CH2:12][O:11][CH:10]([CH2:14][F:15])[CH2:9]1)#[N:2]. The yield is 0.990. (7) The reactants are Br[C:2]1[CH:7]=[CH:6][C:5]([C:8]2([C:11]3[N:15]4[CH2:16][CH2:17][S:18][C:19]([CH2:22][O:23][Si:24]([C:27]([CH3:30])([CH3:29])[CH3:28])([CH3:26])[CH3:25])([CH3:21])[CH2:20][C:14]4=[N:13][N:12]=3)[CH2:10][CH2:9]2)=[CH:4][C:3]=1[F:31].[N:32]1[CH:37]=[CH:36][CH:35]=[C:34](B(O)O)[CH:33]=1.C(=O)([O-])[O-].[K+].[K+].C(=O)([O-])O.[Na+]. The catalyst is C(COC)OC.O.C1C=CC([P]([Pd]([P](C2C=CC=CC=2)(C2C=CC=CC=2)C2C=CC=CC=2)([P](C2C=CC=CC=2)(C2C=CC=CC=2)C2C=CC=CC=2)[P](C2C=CC=CC=2)(C2C=CC=CC=2)C2C=CC=CC=2)(C2C=CC=CC=2)C2C=CC=CC=2)=CC=1. The product is [Si:24]([O:23][CH2:22][C:19]1([CH3:21])[S:18][CH2:17][CH2:16][N:15]2[C:11]([C:8]3([C:5]4[CH:6]=[CH:7][C:2]([C:34]5[CH:33]=[N:32][CH:37]=[CH:36][CH:35]=5)=[C:3]([F:31])[CH:4]=4)[CH2:10][CH2:9]3)=[N:12][N:13]=[C:14]2[CH2:20]1)([C:27]([CH3:30])([CH3:29])[CH3:28])([CH3:26])[CH3:25]. The yield is 0.990.